Dataset: Reaction yield outcomes from USPTO patents with 853,638 reactions. Task: Predict the reaction yield, written as a fraction of the theoretical maximum amount of product (1.0 means a 100% yield; for example, 0.34 means a 34% yield). (1) The product is [NH2:16][C:10]1[CH:9]=[CH:8][C:7]([N:1]2[CH2:2][CH2:3][O:4][CH2:5][CH2:6]2)=[CH:15][C:11]=1[C:12]([NH2:14])=[O:13]. The reactants are [N:1]1([C:7]2[CH:8]=[CH:9][C:10]([N+:16]([O-])=O)=[C:11]([CH:15]=2)[C:12]([NH2:14])=[O:13])[CH2:6][CH2:5][O:4][CH2:3][CH2:2]1. The yield is 0.960. The catalyst is CO.CN(C=O)C.[Pd]. (2) The reactants are Br[C:2]1[S:10][C:5]2=[CH:6][N:7]=[CH:8][CH:9]=[C:4]2[C:3]=1[Br:11].[C:12]1(B(O)O)[CH:17]=[CH:16][CH:15]=[CH:14][CH:13]=1.C(=O)([O-])[O-].[Na+].[Na+]. The catalyst is COCCOC.C1C=CC([P]([Pd]([P](C2C=CC=CC=2)(C2C=CC=CC=2)C2C=CC=CC=2)([P](C2C=CC=CC=2)(C2C=CC=CC=2)C2C=CC=CC=2)[P](C2C=CC=CC=2)(C2C=CC=CC=2)C2C=CC=CC=2)(C2C=CC=CC=2)C2C=CC=CC=2)=CC=1. The product is [Br:11][C:3]1[C:4]2[C:5](=[CH:6][N:7]=[CH:8][CH:9]=2)[S:10][C:2]=1[C:12]1[CH:17]=[CH:16][CH:15]=[CH:14][CH:13]=1. The yield is 0.350. (3) The reactants are [C:1]([C:5]1[CH:9]=[C:8]([NH:10][C:11]([NH:13][C:14]2[CH:19]=[CH:18][C:17]([Cl:20])=[CH:16][CH:15]=2)=[O:12])[N:7]([C:21]2[CH:22]=[C:23]([CH:29]=[CH:30][CH:31]=2)C(OCC)=O)[N:6]=1)([CH3:4])([CH3:3])[CH3:2].C[Mg]Br.[C:35]1([CH3:41])C=CC=C[CH:36]=1.C1C[O:45]CC1. The catalyst is C1COCC1. The product is [C:1]([C:5]1[CH:9]=[C:8]([NH:10][C:11]([NH:13][C:14]2[CH:15]=[CH:16][C:17]([Cl:20])=[CH:18][CH:19]=2)=[O:12])[N:7]([C:21]2[CH:31]=[CH:30][CH:29]=[C:23]([C:35]([OH:45])([CH3:41])[CH3:36])[CH:22]=2)[N:6]=1)([CH3:4])([CH3:3])[CH3:2]. The yield is 0.810.